Dataset: TCR-epitope binding with 47,182 pairs between 192 epitopes and 23,139 TCRs. Task: Binary Classification. Given a T-cell receptor sequence (or CDR3 region) and an epitope sequence, predict whether binding occurs between them. (1) The epitope is LLLGIGILV. The TCR CDR3 sequence is CSVEGLPGLYPGELFF. Result: 0 (the TCR does not bind to the epitope). (2) The epitope is TPGPGVRYPL. The TCR CDR3 sequence is CASSESDGDTEAFF. Result: 0 (the TCR does not bind to the epitope).